Task: Regression. Given a peptide amino acid sequence and an MHC pseudo amino acid sequence, predict their binding affinity value. This is MHC class II binding data.. Dataset: Peptide-MHC class II binding affinity with 134,281 pairs from IEDB (1) The peptide sequence is VCGMFTNRSGSQQW. The MHC is DRB1_1001 with pseudo-sequence DRB1_1001. The binding affinity (normalized) is 0.211. (2) The peptide sequence is DTVPRGYRIAARPGA. The MHC is HLA-DQA10102-DQB10602 with pseudo-sequence HLA-DQA10102-DQB10602. The binding affinity (normalized) is 0.191. (3) The peptide sequence is AFILDGGNLFPKV. The MHC is DRB3_0101 with pseudo-sequence DRB3_0101. The binding affinity (normalized) is 0.935. (4) The peptide sequence is TNIRQAGVQYSR. The MHC is HLA-DQA10501-DQB10301 with pseudo-sequence HLA-DQA10501-DQB10301. The binding affinity (normalized) is 1.00.